Task: Predict the reaction yield, written as a fraction of the theoretical maximum amount of product (1.0 means a 100% yield; for example, 0.34 means a 34% yield).. Dataset: Reaction yield outcomes from USPTO patents with 853,638 reactions (1) The reactants are [Li+].[B-](C(CC)C)(C(CC)C)C(CC)C.[CH2:15]([N:22]1[CH2:27][CH2:26][C:25](=[O:28])[CH:24]([CH3:29])[CH2:23]1)[C:16]1[CH:21]=[CH:20][CH:19]=[CH:18][CH:17]=1. The catalyst is O1CCCC1.O. The product is [CH2:15]([N:22]1[CH2:27][CH2:26][C@H:25]([OH:28])[C@H:24]([CH3:29])[CH2:23]1)[C:16]1[CH:17]=[CH:18][CH:19]=[CH:20][CH:21]=1. The yield is 0.730. (2) The reactants are [Cl:1][C:2]1[C:11]2[C:6](=[CH:7][C:8]([NH2:13])=[C:9]([Cl:12])[CH:10]=2)[CH:5]=[CH:4][N:3]=1.[B-](F)(F)(F)[F:15].[B-](F)(F)(F)F.C1[N+]2(CCl)CC[N+](F)(CC2)C1. The catalyst is CN(C=O)C. The product is [Cl:1][C:2]1[C:11]2[C:6](=[C:7]([F:15])[C:8]([NH2:13])=[C:9]([Cl:12])[CH:10]=2)[CH:5]=[CH:4][N:3]=1. The yield is 0.600. (3) The reactants are [Cl-].O[NH3+:3].[C:4](=[O:7])([O-])[OH:5].[Na+].CS(C)=O.[Si]([O:20][CH:21]1[CH2:26][O:25][C:24]2([CH2:31][CH2:30][CH:29]([N:32]3[C:37](=[O:38])[C:36]([CH2:39][C:40]4[CH:45]=[CH:44][C:43]([C:46]5[C:47]([C:52]#[N:53])=[CH:48][CH:49]=[CH:50][CH:51]=5)=[CH:42][CH:41]=4)=[C:35]([CH2:54][CH2:55][CH3:56])[N:34]4[N:57]=[CH:58][N:59]=[C:33]34)[CH2:28][CH2:27]2)[O:23][CH2:22]1)(C(C)(C)C)(C)C. The catalyst is O.C(OCC)(=O)C. The product is [OH:20][CH:21]1[CH2:26][O:25][C:24]2([CH2:27][CH2:28][CH:29]([N:32]3[C:37](=[O:38])[C:36]([CH2:39][C:40]4[CH:41]=[CH:42][C:43]([C:46]5[CH:51]=[CH:50][CH:49]=[CH:48][C:47]=5[C:52]5[NH:3][C:4](=[O:7])[O:5][N:53]=5)=[CH:44][CH:45]=4)=[C:35]([CH2:54][CH2:55][CH3:56])[N:34]4[N:57]=[CH:58][N:59]=[C:33]34)[CH2:30][CH2:31]2)[O:23][CH2:22]1. The yield is 0.510. (4) The reactants are [CH3:1][N:2]([CH3:25])[CH2:3][CH2:4][O:5][C:6]1[C:7]([CH3:24])=[C:8]2[N:13]([CH:14]=1)[N:12]=[CH:11][N:10]=[C:9]2[O:15][C:16]1[CH:21]=[CH:20][C:19]([NH2:22])=[CH:18][C:17]=1[F:23].[ClH:26].CN(C)CCCOC1C(C)=C2N(C=1)N=CN=C2OC1C=CC(N[C:50]([NH:52][C:53](=[O:62])[CH2:54][C:55]2[CH:60]=[CH:59][C:58]([F:61])=[CH:57][CH:56]=2)=[O:51])=CC=1F. No catalyst specified. The product is [ClH:26].[CH3:1][N:2]([CH3:25])[CH2:3][CH2:4][O:5][C:6]1[C:7]([CH3:24])=[C:8]2[N:13]([CH:14]=1)[N:12]=[CH:11][N:10]=[C:9]2[O:15][C:16]1[CH:21]=[CH:20][C:19]([NH:22][C:50]([NH:52][C:53](=[O:62])[CH2:54][C:55]2[CH:60]=[CH:59][C:58]([F:61])=[CH:57][CH:56]=2)=[O:51])=[CH:18][C:17]=1[F:23]. The yield is 0.190.